From a dataset of Full USPTO retrosynthesis dataset with 1.9M reactions from patents (1976-2016). Predict the reactants needed to synthesize the given product. (1) Given the product [Cl:1][C:2]1[CH:9]=[CH:8][C:5]([CH2:6][N:17]2[C:18](=[O:25])[C:19]3[C:24](=[N:23][CH:22]=[CH:21][N:20]=3)[N:15]([CH2:14][C:13]3[CH:27]=[CH:28][C:29]([O:31][CH3:32])=[CH:30][C:12]=3[O:11][CH3:10])[C:16]2=[O:26])=[CH:4][CH:3]=1, predict the reactants needed to synthesize it. The reactants are: [Cl:1][C:2]1[CH:9]=[CH:8][C:5]([CH2:6]Br)=[CH:4][CH:3]=1.[CH3:10][O:11][C:12]1[CH:30]=[C:29]([O:31][CH3:32])[CH:28]=[CH:27][C:13]=1[CH2:14][N:15]1[C:24]2[C:19](=[N:20][CH:21]=[CH:22][N:23]=2)[C:18](=[O:25])[NH:17][C:16]1=[O:26].C(=O)([O-])[O-].[K+].[K+].O. (2) Given the product [Cl:1][C:2]1[CH:10]=[CH:9][C:8]([C:11]2[C:16]([C@@H:17]([NH:27][C:28](=[O:45])[CH2:29][N:30]3[C:34]4[C:35]([F:39])([F:40])[C@@H:36]5[CH2:38][C@@H:37]5[C:33]=4[C:32]([C:41]([F:42])([F:43])[F:44])=[N:31]3)[CH2:18][C:19]3[CH:24]=[C:23]([F:25])[CH:22]=[C:21]([F:26])[CH:20]=3)=[N:15][C:14]([C:72]#[C:71][C:69]([CH:66]3[CH2:68][CH2:67]3)([OH:73])[CH3:70])=[CH:13][CH:12]=2)=[C:7]2[C:3]=1[C:4]([NH:61][S:62]([CH3:65])(=[O:63])=[O:64])=[N:5][N:6]2[CH3:60], predict the reactants needed to synthesize it. The reactants are: [Cl:1][C:2]1[CH:10]=[CH:9][C:8]([C:11]2[CH:12]=[CH:13][C:14](C#CC3CCCN3C(OC(C)(C)C)=O)=[N:15][C:16]=2[C@@H:17]([NH:27][C:28](=[O:45])[CH2:29][N:30]2[C:34]3[C:35]([F:40])([F:39])[C@@H:36]4[CH2:38][C@@H:37]4[C:33]=3[C:32]([C:41]([F:44])([F:43])[F:42])=[N:31]2)[CH2:18][C:19]2[CH:24]=[C:23]([F:25])[CH:22]=[C:21]([F:26])[CH:20]=2)=[C:7]2[C:3]=1[C:4]([NH:61][S:62]([CH3:65])(=[O:64])=[O:63])=[N:5][N:6]2[CH3:60].[CH:66]1([C:69]([OH:73])([C:71]#[CH:72])[CH3:70])[CH2:68][CH2:67]1. (3) Given the product [F:20][C:21]1[CH:27]=[CH:26][C:24]([NH:25][C:2]2[CH:3]=[C:4]([CH:7]=[CH:8][C:9]=2[N+:10]([O-:12])=[O:11])[C:5]#[N:6])=[CH:23][CH:22]=1, predict the reactants needed to synthesize it. The reactants are: F[C:2]1[CH:3]=[C:4]([CH:7]=[CH:8][C:9]=1[N+:10]([O-:12])=[O:11])[C:5]#[N:6].C(N(CC)CC)C.[F:20][C:21]1[CH:27]=[CH:26][C:24]([NH2:25])=[CH:23][CH:22]=1. (4) The reactants are: [N:1]1([CH2:6][CH2:7][OH:8])[CH2:5][CH2:4][CH2:3][CH2:2]1.CC([O-])(C)C.[K+].Cl[CH2:16][C:17]([C:19]1[C:20]([CH3:27])=[C:21]([CH:25]=[O:26])[NH:22][C:23]=1[CH3:24])=[O:18]. Given the product [CH3:27][C:20]1[C:19]([C:17](=[O:18])[CH2:16][O:8][CH2:7][CH2:6][N:1]2[CH2:5][CH2:4][CH2:3][CH2:2]2)=[C:23]([CH3:24])[NH:22][C:21]=1[CH:25]=[O:26], predict the reactants needed to synthesize it. (5) Given the product [O:4]1[C:5]2([CH2:10][CH2:9][C:8]([C:11]3[C:19]4[C:14](=[CH:15][CH:16]=[C:17]([O:30][CH3:29])[CH:18]=4)[NH:13][CH:12]=3)=[CH:7][CH2:6]2)[O:1][CH2:2][CH2:3]1, predict the reactants needed to synthesize it. The reactants are: [O:1]1[C:5]2([CH2:10][CH2:9][C:8]([C:11]3[C:19]4[C:14](=[CH:15][CH:16]=[CH:17][CH:18]=4)[NH:13][CH:12]=3)=[CH:7][CH2:6]2)[O:4][CH2:3][CH2:2]1.N1C2C(=CC=CC=2)C=C1.[CH3:29][O:30]C1NC2C(C=1)=CC=CC=2. (6) Given the product [Cl:1][C:2]1[C:7]2[C:8](=[O:23])[N:9]([CH2:12][C:13]3[CH:18]=[CH:17][C:16]([O:19][CH3:20])=[CH:15][C:14]=3[O:21][CH3:22])[CH:10]([CH3:11])[C:6]=2[C:5]([F:24])=[C:4]([NH:26][C@@H:27]2[CH2:32][CH2:31][O:30][CH2:29][C@@H:28]2[NH:33][C:34](=[O:40])[O:35][C:36]([CH3:38])([CH3:37])[CH3:39])[N:3]=1, predict the reactants needed to synthesize it. The reactants are: [Cl:1][C:2]1[C:7]2[C:8](=[O:23])[N:9]([CH2:12][C:13]3[CH:18]=[CH:17][C:16]([O:19][CH3:20])=[CH:15][C:14]=3[O:21][CH3:22])[CH:10]([CH3:11])[C:6]=2[C:5]([F:24])=[C:4](Cl)[N:3]=1.[NH2:26][C@@H:27]1[CH2:32][CH2:31][O:30][CH2:29][C@@H:28]1[NH:33][C:34](=[O:40])[O:35][C:36]([CH3:39])([CH3:38])[CH3:37].CCN(C(C)C)C(C)C.